From a dataset of Catalyst prediction with 721,799 reactions and 888 catalyst types from USPTO. Predict which catalyst facilitates the given reaction. Reactant: Br[C:2]1[CH:7]=[CH:6][C:5]([CH:8]2[C:17]3[C:12](=[CH:13][CH:14]=[N:15][C:16]=3[O:18][CH2:19][CH3:20])[NH:11][C:10]([CH3:21])=[C:9]2[C:22]([O:24][CH2:25][CH2:26][C:27]#[N:28])=[O:23])=[C:4]([O:29][C:30]([F:33])([F:32])[F:31])[CH:3]=1.[CH3:34][N:35](C=O)C. Product: [C:34]([C:2]1[CH:7]=[CH:6][C:5]([CH:8]2[C:17]3[C:12](=[CH:13][CH:14]=[N:15][C:16]=3[O:18][CH2:19][CH3:20])[NH:11][C:10]([CH3:21])=[C:9]2[C:22]([O:24][CH2:25][CH2:26][C:27]#[N:28])=[O:23])=[C:4]([O:29][C:30]([F:32])([F:33])[F:31])[CH:3]=1)#[N:35]. The catalyst class is: 267.